From a dataset of NCI-60 drug combinations with 297,098 pairs across 59 cell lines. Regression. Given two drug SMILES strings and cell line genomic features, predict the synergy score measuring deviation from expected non-interaction effect. (1) Drug 1: C1CC(C1)(C(=O)O)C(=O)O.[NH2-].[NH2-].[Pt+2]. Drug 2: C1=CC=C(C=C1)NC(=O)CCCCCCC(=O)NO. Cell line: MDA-MB-231. Synergy scores: CSS=9.21, Synergy_ZIP=-3.44, Synergy_Bliss=3.27, Synergy_Loewe=-0.0691, Synergy_HSA=3.12. (2) Drug 1: C1CCC(C1)C(CC#N)N2C=C(C=N2)C3=C4C=CNC4=NC=N3. Drug 2: C1=NC2=C(N1)C(=S)N=CN2. Cell line: PC-3. Synergy scores: CSS=5.08, Synergy_ZIP=-4.83, Synergy_Bliss=-9.80, Synergy_Loewe=-49.9, Synergy_HSA=-11.3. (3) Drug 1: CC(C)(C#N)C1=CC(=CC(=C1)CN2C=NC=N2)C(C)(C)C#N. Drug 2: N.N.Cl[Pt+2]Cl. Cell line: HOP-62. Synergy scores: CSS=29.0, Synergy_ZIP=-0.844, Synergy_Bliss=-4.19, Synergy_Loewe=-1.46, Synergy_HSA=-5.78. (4) Drug 1: C1CCC(CC1)NC(=O)N(CCCl)N=O. Drug 2: CC1=C(C(=O)C2=C(C1=O)N3CC4C(C3(C2COC(=O)N)OC)N4)N. Cell line: SW-620. Synergy scores: CSS=46.9, Synergy_ZIP=4.88, Synergy_Bliss=4.80, Synergy_Loewe=5.01, Synergy_HSA=7.69. (5) Drug 1: CN1CCC(CC1)COC2=C(C=C3C(=C2)N=CN=C3NC4=C(C=C(C=C4)Br)F)OC. Drug 2: C1CNP(=O)(OC1)N(CCCl)CCCl. Cell line: HT29. Synergy scores: CSS=-2.39, Synergy_ZIP=-1.44, Synergy_Bliss=-6.38, Synergy_Loewe=-15.1, Synergy_HSA=-8.66. (6) Drug 1: CC12CCC3C(C1CCC2O)C(CC4=C3C=CC(=C4)O)CCCCCCCCCS(=O)CCCC(C(F)(F)F)(F)F. Drug 2: C#CCC(CC1=CN=C2C(=N1)C(=NC(=N2)N)N)C3=CC=C(C=C3)C(=O)NC(CCC(=O)O)C(=O)O. Cell line: 786-0. Synergy scores: CSS=4.98, Synergy_ZIP=1.14, Synergy_Bliss=1.59, Synergy_Loewe=-15.4, Synergy_HSA=-3.37. (7) Drug 1: CC(C1=C(C=CC(=C1Cl)F)Cl)OC2=C(N=CC(=C2)C3=CN(N=C3)C4CCNCC4)N. Drug 2: CC1C(C(=O)NC(C(=O)N2CCCC2C(=O)N(CC(=O)N(C(C(=O)O1)C(C)C)C)C)C(C)C)NC(=O)C3=C4C(=C(C=C3)C)OC5=C(C(=O)C(=C(C5=N4)C(=O)NC6C(OC(=O)C(N(C(=O)CN(C(=O)C7CCCN7C(=O)C(NC6=O)C(C)C)C)C)C(C)C)C)N)C. Cell line: SNB-75. Synergy scores: CSS=15.0, Synergy_ZIP=3.99, Synergy_Bliss=8.41, Synergy_Loewe=7.82, Synergy_HSA=7.54. (8) Drug 1: C1CCN(CC1)CCOC2=CC=C(C=C2)C(=O)C3=C(SC4=C3C=CC(=C4)O)C5=CC=C(C=C5)O. Drug 2: CC12CCC3C(C1CCC2O)C(CC4=C3C=CC(=C4)O)CCCCCCCCCS(=O)CCCC(C(F)(F)F)(F)F. Cell line: RPMI-8226. Synergy scores: CSS=-1.14, Synergy_ZIP=9.92, Synergy_Bliss=11.8, Synergy_Loewe=1.56, Synergy_HSA=0.958. (9) Drug 1: CCCS(=O)(=O)NC1=C(C(=C(C=C1)F)C(=O)C2=CNC3=C2C=C(C=N3)C4=CC=C(C=C4)Cl)F. Drug 2: CC1C(C(=O)NC(C(=O)N2CCCC2C(=O)N(CC(=O)N(C(C(=O)O1)C(C)C)C)C)C(C)C)NC(=O)C3=C4C(=C(C=C3)C)OC5=C(C(=O)C(=C(C5=N4)C(=O)NC6C(OC(=O)C(N(C(=O)CN(C(=O)C7CCCN7C(=O)C(NC6=O)C(C)C)C)C)C(C)C)C)N)C. Cell line: HOP-62. Synergy scores: CSS=18.7, Synergy_ZIP=20.6, Synergy_Bliss=22.0, Synergy_Loewe=20.4, Synergy_HSA=20.8. (10) Drug 1: C1CCN(CC1)CCOC2=CC=C(C=C2)C(=O)C3=C(SC4=C3C=CC(=C4)O)C5=CC=C(C=C5)O. Drug 2: CC(C)(C#N)C1=CC(=CC(=C1)CN2C=NC=N2)C(C)(C)C#N. Cell line: RPMI-8226. Synergy scores: CSS=-6.31, Synergy_ZIP=10.2, Synergy_Bliss=8.25, Synergy_Loewe=1.69, Synergy_HSA=-4.00.